This data is from Full USPTO retrosynthesis dataset with 1.9M reactions from patents (1976-2016). The task is: Predict the reactants needed to synthesize the given product. (1) Given the product [F:1][C:2]1[CH:3]=[C:4]2[CH:9]=[CH:10][NH:8][C:5]2=[N:6][CH:7]=1, predict the reactants needed to synthesize it. The reactants are: [F:1][C:2]1[CH:3]=[C:4]([C:9]#[C:10][Si](C)(C)C)[C:5]([NH2:8])=[N:6][CH:7]=1.CC([O-])(C)C.[K+].[Cl-].[Na+]. (2) Given the product [OH:14][N:13]=[C:12]([Cl:19])[C:9]1[C:8]([C:15]([F:17])([F:18])[F:16])=[C:7]([C:1]2[CH:2]=[CH:3][CH:4]=[CH:5][CH:6]=2)[O:11][N:10]=1, predict the reactants needed to synthesize it. The reactants are: [C:1]1([C:7]2[O:11][N:10]=[C:9](/[CH:12]=[N:13]/[OH:14])[C:8]=2[C:15]([F:18])([F:17])[F:16])[CH:6]=[CH:5][CH:4]=[CH:3][CH:2]=1.[Cl:19]N1C(=O)CCC1=O. (3) Given the product [F:1][C:2]1[C:7]2[CH2:8][CH2:9][O:10][C:6]=2[C:5]([O:11][CH3:12])=[CH:4][C:3]=1[CH:30]=[O:31], predict the reactants needed to synthesize it. The reactants are: [F:1][C:2]1[C:7]2[CH2:8][CH2:9][O:10][C:6]=2[C:5]([O:11][CH3:12])=[CH:4][CH:3]=1.CN(CCN(CCN(C)C)C)C.C([Li])CCC.[CH:30](N1CCOCC1)=[O:31].Cl. (4) Given the product [Cl:3][C:4]1[CH:5]=[CH:6][C:7]([O:27][CH2:28][CH:29]([CH3:31])[CH3:30])=[C:8]([CH2:10][N:11]2[N:15]=[C:14]([C:16]([NH:18][C:19]3[C:24]([F:25])=[CH:23][CH:22]=[CH:21][C:20]=3[F:26])=[O:17])[CH:13]=[N:12]2)[CH:9]=1, predict the reactants needed to synthesize it. The reactants are: [H-].[Na+].[Cl:3][C:4]1[CH:5]=[CH:6][C:7]([OH:27])=[C:8]([CH2:10][N:11]2[N:15]=[C:14]([C:16]([NH:18][C:19]3[C:24]([F:25])=[CH:23][CH:22]=[CH:21][C:20]=3[F:26])=[O:17])[CH:13]=[N:12]2)[CH:9]=1.[CH2:28](Br)[CH:29]([CH3:31])[CH3:30].Cl. (5) Given the product [CH:11]1([C:9]2[O:8][C:7]([CH3:17])=[C:6]([C:4]([OH:5])=[O:3])[CH:10]=2)[CH2:12][CH2:13][CH2:14][CH2:15][CH2:16]1, predict the reactants needed to synthesize it. The reactants are: C([O:3][C:4]([C:6]1[CH:10]=[C:9]([CH:11]2[CH2:16][CH2:15][CH2:14][CH2:13][CH2:12]2)[O:8][C:7]=1[CH3:17])=[O:5])C.[OH-].[Na+].Cl. (6) Given the product [F:1][C:2]1[N:3]=[CH:4][C:5]([C:8]([CH:13]2[CH:12]([CH3:11])[CH2:24][C:16]3[N:17]=[C:18]([NH:20][C:21](=[O:23])[CH3:22])[S:19][C:15]=3[C:14]2=[O:25])=[O:9])=[CH:6][CH:7]=1, predict the reactants needed to synthesize it. The reactants are: [F:1][C:2]1[CH:7]=[CH:6][C:5]([C:8](Cl)=[O:9])=[CH:4][N:3]=1.[CH3:11][CH:12]1[CH2:24][C:16]2[N:17]=[C:18]([NH:20][C:21](=[O:23])[CH3:22])[S:19][C:15]=2[C:14](=[O:25])[CH2:13]1.